This data is from Full USPTO retrosynthesis dataset with 1.9M reactions from patents (1976-2016). The task is: Predict the reactants needed to synthesize the given product. (1) Given the product [CH:4]([C:3]1[C:6]([CH2:17][O:18][CH3:19])=[CH:7][C:8]([O:10][CH:11]2[CH2:16][CH2:15][CH2:14][CH2:13][O:12]2)=[CH:9][C:2]=1[O:1][S:28]([C:31]([F:34])([F:33])[F:32])(=[O:29])=[O:27])=[O:5], predict the reactants needed to synthesize it. The reactants are: [OH:1][C:2]1[CH:9]=[C:8]([O:10][CH:11]2[CH2:16][CH2:15][CH2:14][CH2:13][O:12]2)[CH:7]=[C:6]([CH2:17][O:18][CH3:19])[C:3]=1[CH:4]=[O:5].CCN(CC)CC.[O:27](S(C(F)(F)F)(=O)=O)[S:28]([C:31]([F:34])([F:33])[F:32])(=O)=[O:29]. (2) Given the product [CH2:6]([N:13]1[CH2:18][CH2:17][CH:16]([NH:23][CH3:22])[C:15]([CH3:21])([CH3:20])[CH2:14]1)[C:7]1[CH:12]=[CH:11][CH:10]=[CH:9][CH:8]=1, predict the reactants needed to synthesize it. The reactants are: [OH-].[K+].Cl.CN.[CH2:6]([N:13]1[CH2:18][CH2:17][C:16](=O)[C:15]([CH3:21])([CH3:20])[CH2:14]1)[C:7]1[CH:12]=[CH:11][CH:10]=[CH:9][CH:8]=1.[C:22]([BH3-])#[N:23].[Na+]. (3) Given the product [C:2]1([CH3:1])[CH:7]=[CH:6][CH:5]=[CH:4][C:3]=1[C@H:8]([OH:10])[CH3:9], predict the reactants needed to synthesize it. The reactants are: [CH3:1][C:2]1[CH:7]=[CH:6][CH:5]=[CH:4][C:3]=1[C:8](=[O:10])[CH3:9].B1(C)OC(C2C=CC=CC=2)(C2C=CC=CC=2)[C@H]2N1CCC2. (4) Given the product [C:48](=[O:54])([O:47][CH2:45][CH2:59][CH2:58][N:57]([CH3:62])[CH3:56])[O:31][CH:20]([CH2:19][CH2:18][CH2:17][CH2:16][CH2:15][CH2:14][CH2:13]/[CH:12]=[CH:11]\[CH2:10][C@H:9]([O:8][Si:1]([C:4]([CH3:7])([CH3:6])[CH3:5])([CH3:3])[CH3:2])[CH2:32][CH2:33][CH2:34][CH2:35][CH2:36][CH3:37])[CH2:21][CH2:22][CH2:23][CH2:24][CH2:25][CH2:26][CH2:27][CH2:28][CH2:29][CH3:30], predict the reactants needed to synthesize it. The reactants are: [Si:1]([O:8][C@H:9]([CH2:32][CH2:33][CH2:34][CH2:35][CH2:36][CH3:37])[CH2:10]/[CH:11]=[CH:12]\[CH2:13][CH2:14][CH2:15][CH2:16][CH2:17][CH2:18][CH2:19][CH:20]([OH:31])[CH2:21][CH2:22][CH2:23][CH2:24][CH2:25][CH2:26][CH2:27][CH2:28][CH2:29][CH3:30])([C:4]([CH3:7])([CH3:6])[CH3:5])([CH3:3])[CH3:2].N1C=CC=CC=1.Cl[C:45](Cl)([O:47][C:48](=[O:54])OC(Cl)(Cl)Cl)Cl.[CH3:56][N:57]([CH3:62])[CH2:58][CH2:59]CO. (5) The reactants are: [C:1]([C:8]1(CN)[NH:12][CH:11]([C:13]([O:15][CH3:16])=[O:14])[CH2:10][S:9]1)([O:3][C:4]([CH3:7])([CH3:6])[CH3:5])=[O:2].[N:19]1C=CC=C[CH:20]=1. Given the product [C:1]([C:8]1[S:9][C:10]([CH2:20][NH2:19])=[C:11]([C:13]([O:15][CH3:16])=[O:14])[N:12]=1)([O:3][C:4]([CH3:5])([CH3:6])[CH3:7])=[O:2], predict the reactants needed to synthesize it. (6) Given the product [CH:1]1([O:5][C:6]2[CH:7]=[C:8]([OH:12])[CH:9]=[CH:10][CH:11]=2)[CH2:4][CH2:3][CH2:2]1, predict the reactants needed to synthesize it. The reactants are: [CH:1]1([O:5][C:6]2[CH:7]=[C:8]([O:12]C(=O)C)[CH:9]=[CH:10][CH:11]=2)[CH2:4][CH2:3][CH2:2]1.[OH-].[Na+].Cl.